Task: Predict which catalyst facilitates the given reaction.. Dataset: Catalyst prediction with 721,799 reactions and 888 catalyst types from USPTO (1) Reactant: C[O:2][C:3]1[CH:4]=[CH:5][C:6]2[C:10]([C:11]3[CH:12]=[N:13][CH:14]=[CH:15][CH:16]=3)=[CH:9][S:8][C:7]=2[CH:17]=1.[OH-].[Na+].C(=O)(O)[O-].[Na+]. Product: [N:13]1[CH:14]=[CH:15][CH:16]=[C:11]([C:10]2[C:6]3[CH:5]=[CH:4][C:3]([OH:2])=[CH:17][C:7]=3[S:8][CH:9]=2)[CH:12]=1. The catalyst class is: 201. (2) Reactant: [CH2:1]([O:19][C@H:20]([CH2:25][O:26][CH2:27][CH2:28][CH2:29][CH2:30][CH2:31][CH2:32][CH2:33][CH2:34][CH2:35][CH2:36][CH2:37][CH2:38][CH2:39][CH2:40][CH2:41][CH2:42][CH2:43][CH3:44])[CH2:21][CH2:22][CH2:23][OH:24])[CH2:2][CH2:3][CH2:4][CH2:5][CH2:6][CH2:7][CH2:8][CH2:9][CH2:10][CH2:11][CH2:12][CH2:13][CH2:14][CH2:15][CH2:16][CH2:17][CH3:18].CN(C)N1C=CC=CC1.Cl[C:55]([O:57][C:58]1[CH:63]=[CH:62][C:61]([N+:64]([O-:66])=[O:65])=[CH:60][CH:59]=1)=[O:56]. Product: [C:55](=[O:56])([O:57][C:58]1[CH:59]=[CH:60][C:61]([N+:64]([O-:66])=[O:65])=[CH:62][CH:63]=1)[O:24][CH2:23][CH2:22][CH2:21][C@H:20]([O:19][CH2:1][CH2:2][CH2:3][CH2:4][CH2:5][CH2:6][CH2:7][CH2:8][CH2:9][CH2:10][CH2:11][CH2:12][CH2:13][CH2:14][CH2:15][CH2:16][CH2:17][CH3:18])[CH2:25][O:26][CH2:27][CH2:28][CH2:29][CH2:30][CH2:31][CH2:32][CH2:33][CH2:34][CH2:35][CH2:36][CH2:37][CH2:38][CH2:39][CH2:40][CH2:41][CH2:42][CH2:43][CH3:44]. The catalyst class is: 4. (3) Reactant: [O:1]=[C:2]1[N:10]([CH2:11][CH2:12][CH3:13])[C:9]2[N:8]=[C:7]([C:14]34[CH2:21][CH2:20][C:17]([CH:22]=O)([CH2:18][CH2:19]3)[CH2:16][CH2:15]4)[NH:6][C:5]=2[C:4](=[O:24])[N:3]1[CH2:25][CH2:26][CH3:27].[Cl-].[C:29]([CH2:31][P+](C1C=CC=CC=1)(C1C=CC=CC=1)C1C=CC=CC=1)#[N:30].C[Si]([N-][Si](C)(C)C)(C)C.[K+]. Product: [O:1]=[C:2]1[N:10]([CH2:11][CH2:12][CH3:13])[C:9]2[N:8]=[C:7]([C:14]34[CH2:21][CH2:20][C:17]([CH:22]=[CH:31][C:29]#[N:30])([CH2:18][CH2:19]3)[CH2:16][CH2:15]4)[NH:6][C:5]=2[C:4](=[O:24])[N:3]1[CH2:25][CH2:26][CH3:27]. The catalyst class is: 1. (4) Reactant: [Br:1][C:2]1[CH:8]=[C:7]([CH3:9])[CH:6]=[C:5]([CH3:10])[C:3]=1[NH2:4].[F:11][C:12]1[CH:17]=[CH:16][C:15]([CH2:18][C:19](Cl)=[O:20])=[CH:14][CH:13]=1. Product: [Br:1][C:2]1[CH:8]=[C:7]([CH3:9])[CH:6]=[C:5]([CH3:10])[C:3]=1[NH:4][C:19](=[O:20])[CH2:18][C:15]1[CH:16]=[CH:17][C:12]([F:11])=[CH:13][CH:14]=1. The catalyst class is: 10. (5) Reactant: [CH2:1]([C@@H:8]1[CH2:13][N:12]([C:14]([O:16][C:17]([CH3:20])([CH3:19])[CH3:18])=[O:15])[CH2:11][CH2:10][N:9]1[C:21]([C:23]1[N:24]=[CH:25][N:26]([C@H:34]2[CH2:39][CH2:38][CH2:37][CH2:36]/[C:35]/2=[CH:40]\[C:41]([OH:43])=O)[C:27]=1[C:28]1[CH:33]=[CH:32][CH:31]=[CH:30][CH:29]=1)=[O:22])[C:2]1[CH:7]=[CH:6][CH:5]=[CH:4][CH:3]=1.[CH2:44]([NH2:47])[CH2:45][CH3:46].CCN=C=NCCCN(C)C.Cl.C1C=CC2N(O)N=NC=2C=1.C(=O)([O-])O.[Na+]. Product: [CH2:1]([C@H:8]1[N:9]([C:21]([C:23]2[N:24]=[CH:25][N:26]([C@H:34]3[CH2:39][CH2:38][CH2:37][CH2:36]/[C:35]/3=[CH:40]\[C:41](=[O:43])[NH:47][CH2:44][CH2:45][CH3:46])[C:27]=2[C:28]2[CH:33]=[CH:32][CH:31]=[CH:30][CH:29]=2)=[O:22])[CH2:10][CH2:11][N:12]([C:14]([O:16][C:17]([CH3:18])([CH3:19])[CH3:20])=[O:15])[CH2:13]1)[C:2]1[CH:3]=[CH:4][CH:5]=[CH:6][CH:7]=1. The catalyst class is: 3.